Dataset: Catalyst prediction with 721,799 reactions and 888 catalyst types from USPTO. Task: Predict which catalyst facilitates the given reaction. (1) Reactant: [BH4-].[Na+].FC(F)(F)C(O)=O.FC(F)(F)C(O[BH3-])=O.[Br:18][C:19]1[CH:24]=[CH:23][C:22]([C:25](=[N:31]OC)[C:26](OCC)=[O:27])=[C:21]([CH3:34])[CH:20]=1.[ClH:35].[OH-].[Na+]. Product: [Cl-:35].[Br:18][C:19]1[CH:24]=[CH:23][C:22]([CH:25]([NH3+:31])[CH2:26][OH:27])=[C:21]([CH3:34])[CH:20]=1. The catalyst class is: 569. (2) Reactant: CS(O[CH2:6][C@@H:7]1[C@:16]2([CH3:17])[C@H:11]([C:12]([CH3:19])([CH3:18])[CH2:13][CH2:14][CH2:15]2)[CH2:10][CH2:9][C@:8]1([OH:21])[CH3:20])(=O)=O.[CH3:22][O:23][C:24]1[CH:25]=[C:26]([SH:30])[CH:27]=[CH:28][CH:29]=1.C(=O)([O-])[O-].[Cs+].[Cs+]. Product: [CH3:22][O:23][C:24]1[CH:25]=[C:26]([S:30][CH2:6][C@@H:7]2[C@:16]3([CH3:17])[C@H:11]([C:12]([CH3:19])([CH3:18])[CH2:13][CH2:14][CH2:15]3)[CH2:10][CH2:9][C@@:8]2([CH3:20])[OH:21])[CH:27]=[CH:28][CH:29]=1. The catalyst class is: 23. (3) Reactant: F[C:2]1[CH:7]=[CH:6][CH:5]=[CH:4][C:3]=1[N+:8]([O-:10])=[O:9].[CH2:11]([O:18][C:19]1[CH:25]=[CH:24][C:22]([NH2:23])=[CH:21][CH:20]=1)[C:12]1[CH:17]=[CH:16][CH:15]=[CH:14][CH:13]=1.C([O-])(C)(C)C.[K+]. Product: [CH2:11]([O:18][C:19]1[CH:20]=[CH:21][C:22]([NH:23][C:2]2[CH:7]=[CH:6][CH:5]=[CH:4][C:3]=2[N+:8]([O-:10])=[O:9])=[CH:24][CH:25]=1)[C:12]1[CH:13]=[CH:14][CH:15]=[CH:16][CH:17]=1. The catalyst class is: 16. (4) Product: [Br:11][C:12]1[CH:13]=[CH:14][C:15]([N+:18]([O-:20])=[O:19])=[C:16]([NH:10][CH2:9][C:6]2[N:7]=[N:8][C:3]([Cl:2])=[CH:4][CH:5]=2)[CH:17]=1. The catalyst class is: 3. Reactant: Br.[Cl:2][C:3]1[N:8]=[N:7][C:6]([CH2:9][NH2:10])=[CH:5][CH:4]=1.[Br:11][C:12]1[CH:17]=[CH:16][C:15]([N+:18]([O-:20])=[O:19])=[C:14](F)[CH:13]=1.CCN(C(C)C)C(C)C.